This data is from Reaction yield outcomes from USPTO patents with 853,638 reactions. The task is: Predict the reaction yield, written as a fraction of the theoretical maximum amount of product (1.0 means a 100% yield; for example, 0.34 means a 34% yield). (1) The reactants are [CH3:1][O:2][C:3]1[CH:4]=[C:5]2[C:10](=[CH:11][C:12]=1[O:13][CH3:14])[N:9]=[CH:8][CH:7]=[C:6]2[O:15][C:16]1[CH:22]=[CH:21][C:19]([NH2:20])=[C:18]([CH3:23])[C:17]=1[CH3:24].C1(C)C=CC=CC=1.C(N(CC)CC)C.ClC(Cl)(O[C:43](=[O:49])[O:44][C:45](Cl)(Cl)Cl)Cl.[F:51][C:52]1[CH:62]=[CH:61][CH:60]=[CH:59][C:53]=1[O:54][CH2:55][CH2:56]CO. The catalyst is C(Cl)Cl. The product is [CH3:1][O:2][C:3]1[CH:4]=[C:5]2[C:10](=[CH:11][C:12]=1[O:13][CH3:14])[N:9]=[CH:8][CH:7]=[C:6]2[O:15][C:16]1[CH:22]=[CH:21][C:19]([NH:20][C:43](=[O:49])[O:44][CH2:45][CH2:56][CH2:55][O:54][C:53]2[CH:59]=[CH:60][CH:61]=[CH:62][C:52]=2[F:51])=[C:18]([CH3:23])[C:17]=1[CH3:24]. The yield is 0.630. (2) The reactants are C(OC(=O)[NH:7][C@H:8]([CH2:32][C:33]1[CH:38]=[C:37]([F:39])[C:36]([F:40])=[CH:35][C:34]=1[F:41])[CH2:9][C:10](=[O:31])[N:11]1[CH2:16][CH2:15][N:14]2[C:17]([C:27]([F:30])([F:29])[F:28])=[N:18][C:19]([C:20]([N:22]3[CH2:26][CH2:25][S:24][CH2:23]3)=[O:21])=[C:13]2[CH2:12]1)(C)(C)C.[ClH:43]. The catalyst is C(OCC)(=O)C. The product is [ClH:43].[NH2:7][C@H:8]([CH2:32][C:33]1[CH:38]=[C:37]([F:39])[C:36]([F:40])=[CH:35][C:34]=1[F:41])[CH2:9][C:10]([N:11]1[CH2:16][CH2:15][N:14]2[C:17]([C:27]([F:28])([F:30])[F:29])=[N:18][C:19]([C:20]([N:22]3[CH2:26][CH2:25][S:24][CH2:23]3)=[O:21])=[C:13]2[CH2:12]1)=[O:31]. The yield is 0.750. (3) The reactants are [CH:1]1([CH2:4][O:5][C:6]2[CH:7]=[CH:8][C:9]3[O:13][C:12]([CH:14]([NH:18][C:19]4[CH:24]=[CH:23][C:22]([C:25]([N:27]([CH3:35])[CH2:28][CH2:29][C:30]([O:32]CC)=[O:31])=[O:26])=[CH:21][CH:20]=4)[CH:15]([CH3:17])[CH3:16])=[C:11]([CH3:36])[C:10]=3[CH:37]=2)[CH2:3][CH2:2]1.C(O)C.[OH-].[Na+]. The catalyst is O1CCCC1. The product is [CH:1]1([CH2:4][O:5][C:6]2[CH:7]=[CH:8][C:9]3[O:13][C:12]([CH:14]([NH:18][C:19]4[CH:20]=[CH:21][C:22]([C:25]([N:27]([CH3:35])[CH2:28][CH2:29][C:30]([OH:32])=[O:31])=[O:26])=[CH:23][CH:24]=4)[CH:15]([CH3:17])[CH3:16])=[C:11]([CH3:36])[C:10]=3[CH:37]=2)[CH2:2][CH2:3]1. The yield is 0.810. (4) The reactants are [NH2:1][C@@H:2]([C:6]([OH:8])=[O:7])[CH2:3][CH2:4][CH3:5].[CH3:9][C:10]([O:13][C:14](O[C:14]([O:13][C:10]([CH3:12])([CH3:11])[CH3:9])=[O:15])=[O:15])([CH3:12])[CH3:11]. The catalyst is [OH-].[Na+].CC(O)(C)C. The product is [C:10]([O:13][C:14]([NH:1][C@H:2]([CH2:3][CH2:4][CH3:5])[C:6]([OH:8])=[O:7])=[O:15])([CH3:12])([CH3:11])[CH3:9]. The yield is 1.00. (5) The reactants are [Cl:1][C:2]1[CH:7]=[CH:6][C:5]([C:8]2[N:13]=[C:12]([C:14](O)=[O:15])[CH:11]=[CH:10][C:9]=2[C:17]2[C:22]([O:23][CH3:24])=[CH:21][CH:20]=[CH:19][C:18]=2[O:25][CH3:26])=[CH:4][C:3]=1[O:27][CH2:28][CH2:29][CH2:30][N:31]([CH3:33])[CH3:32].[NH2:34][C:35]1([C:44]([OH:46])=[O:45])[CH:40]2[CH2:41][CH2:42][CH2:43][CH:36]1[CH2:37][CH2:38][CH2:39]2. No catalyst specified. The product is [ClH:1].[Cl:1][C:2]1[CH:7]=[CH:6][C:5]([C:8]2[N:13]=[C:12]([C:14]([NH:34][C:35]3([C:44]([OH:46])=[O:45])[CH:40]4[CH2:41][CH2:42][CH2:43][CH:36]3[CH2:37][CH2:38][CH2:39]4)=[O:15])[CH:11]=[CH:10][C:9]=2[C:17]2[C:22]([O:23][CH3:24])=[CH:21][CH:20]=[CH:19][C:18]=2[O:25][CH3:26])=[CH:4][C:3]=1[O:27][CH2:28][CH2:29][CH2:30][N:31]([CH3:33])[CH3:32]. The yield is 0.410. (6) The reactants are [Cl-].O[NH3+:3].[C:4](=[O:7])([O-])[OH:5].[Na+].CS(C)=O.[CH2:13]([C:17]1[N:18]=[C:19]([CH3:47])[N:20]([CH2:39][CH2:40][N:41]2[CH2:46][CH2:45][O:44][CH2:43][CH2:42]2)[C:21](=[O:38])[C:22]=1[CH2:23][C:24]1[CH:29]=[CH:28][C:27]([C:30]2[C:31]([C:36]#[N:37])=[CH:32][CH:33]=[CH:34][CH:35]=2)=[CH:26][CH:25]=1)[CH2:14][CH2:15][CH3:16]. The catalyst is C(OCC)(=O)C. The product is [CH2:13]([C:17]1[N:18]=[C:19]([CH3:47])[N:20]([CH2:39][CH2:40][N:41]2[CH2:46][CH2:45][O:44][CH2:43][CH2:42]2)[C:21](=[O:38])[C:22]=1[CH2:23][C:24]1[CH:25]=[CH:26][C:27]([C:30]2[CH:35]=[CH:34][CH:33]=[CH:32][C:31]=2[C:36]2[NH:3][C:4](=[O:7])[O:5][N:37]=2)=[CH:28][CH:29]=1)[CH2:14][CH2:15][CH3:16]. The yield is 0.390. (7) The reactants are [C:1]([C:4]1[C:9]([O:10]CC=C)=[CH:8][C:7]([O:14]CC=C)=[CH:6][C:5]=1[CH2:18][C:19]([O:21][CH3:22])=[O:20])(=[O:3])[CH3:2].C([O-])=O.[NH4+].Cl. The catalyst is O1CCOCC1.CC1C=CC=CC=1[P](C1C=CC=CC=1C)([Pd][P](C1=C(C)C=CC=C1)(C1C=CC=CC=1C)C1C=CC=CC=1C)C1C=CC=CC=1C. The product is [C:1]([C:4]1[C:9]([OH:10])=[CH:8][C:7]([OH:14])=[CH:6][C:5]=1[CH2:18][C:19]([O:21][CH3:22])=[O:20])(=[O:3])[CH3:2]. The yield is 0.390. (8) The reactants are [Cl:1][C:2]1[CH:10]=[C:6]([C:7]([OH:9])=O)[C:5]([OH:11])=[CH:4][CH:3]=1.[NH2:12][C:13]1[S:14][CH:15]=[C:16]([C:18]2[CH:23]=[CH:22][C:21]([C:24]([F:27])([F:26])[F:25])=[CH:20][CH:19]=2)[N:17]=1. No catalyst specified. The product is [Cl:1][C:2]1[CH:3]=[CH:4][C:5]([OH:11])=[C:6]([CH:10]=1)[C:7]([NH:12][C:13]1[S:14][CH:15]=[C:16]([C:18]2[CH:19]=[CH:20][C:21]([C:24]([F:27])([F:25])[F:26])=[CH:22][CH:23]=2)[N:17]=1)=[O:9]. The yield is 0.160. (9) The reactants are CON(C)[C:4]([C:6]1[O:7][C:8]2[CH:15]=[CH:14][CH:13]=[CH:12][C:9]=2[C:10]=1[CH3:11])=[O:5].[CH2:17]([Mg]Br)[CH:18]([CH3:20])[CH3:19].O1CCCC1.C([Mg]Br)C(C)C.[Cl-].[NH4+]. The product is [CH3:17][CH:18]([CH3:20])[CH2:19][C:4]([C:6]1[O:7][C:8]2[CH:15]=[CH:14][CH:13]=[CH:12][C:9]=2[C:10]=1[CH3:11])=[O:5]. The catalyst is O1CCCC1. The yield is 0.890. (10) The reactants are [Si](OCCN1C=CC(N)=N1)(C(C)(C)C)(C)C.[N+:17]([C:20]1[N:25]=[CH:24][C:23]([N:26]2[CH2:29][CH:28]([OH:30])[CH2:27]2)=[CH:22][CH:21]=1)([O-])=O. No catalyst specified. The product is [NH2:17][C:20]1[N:25]=[CH:24][C:23]([N:26]2[CH2:27][CH:28]([OH:30])[CH2:29]2)=[CH:22][CH:21]=1. The yield is 0.950.